Dataset: Forward reaction prediction with 1.9M reactions from USPTO patents (1976-2016). Task: Predict the product of the given reaction. (1) The product is: [CH3:1][O:2][C:3](=[O:39])[C:4]1[CH:19]=[CH:18][C:7]([C:8]([O:10][CH2:11][C:12]2[CH:17]=[CH:16][CH:15]=[CH:14][CH:13]=2)=[O:9])=[CH:6][C:5]=1[NH:20][C:21]1[C:30]2[C:25](=[CH:26][CH:27]=[C:28]([OH:31])[CH:29]=2)[CH:24]=[CH:23][CH:22]=1. Given the reactants [CH3:1][O:2][C:3](=[O:39])[C:4]1[CH:19]=[CH:18][C:7]([C:8]([O:10][CH2:11][C:12]2[CH:17]=[CH:16][CH:15]=[CH:14][CH:13]=2)=[O:9])=[CH:6][C:5]=1[NH:20][C:21]1[C:30]2[C:25](=[CH:26][CH:27]=[C:28]([O:31][Si](C(C)(C)C)(C)C)[CH:29]=2)[CH:24]=[CH:23][CH:22]=1, predict the reaction product. (2) Given the reactants [Cl:1][C:2]1[CH:3]=[CH:4][C:5]([S:8][C:9]2[O:13][C:12]([C:14]3[CH:19]=[CH:18][C:17]([F:20])=[CH:16][CH:15]=3)=[N:11][C:10]=2[CH2:21][O:22][C:23]2[CH:31]=[CH:30][C:26]([C:27]([OH:29])=O)=[CH:25][CH:24]=2)=[N:6][CH:7]=1.Cl.[CH2:33]([NH2:35])[CH3:34].CCN(C(C)C)C(C)C.F[P-](F)(F)(F)(F)F.N1(O[P+](N(C)C)(N(C)C)N(C)C)C2C=CC=CC=2N=N1, predict the reaction product. The product is: [Cl:1][C:2]1[CH:3]=[CH:4][C:5]([S:8][C:9]2[O:13][C:12]([C:14]3[CH:19]=[CH:18][C:17]([F:20])=[CH:16][CH:15]=3)=[N:11][C:10]=2[CH2:21][O:22][C:23]2[CH:31]=[CH:30][C:26]([C:27]([NH:35][CH2:33][CH3:34])=[O:29])=[CH:25][CH:24]=2)=[N:6][CH:7]=1. (3) Given the reactants [Cl:1][C:2]1[CH:3]=[CH:4][C:5]([O:8][CH:9]2[CH2:14][CH2:13][N:12]([S:15](CC3(CN4C(=O)C(C)(C)N(C)C4=O)NC(=O)NC3=O)(=[O:17])=[O:16])[CH2:11][CH2:10]2)=[N:6][CH:7]=1.Cl.ClC1C=CC(OC2CCNCC2)=NC=1.[O:52]=[C:53]1[NH:57][C:56]([CH2:68]S(Cl)(=O)=O)([CH2:58][CH2:59][O:60][CH2:61][C:62]2[CH:67]=[CH:66][CH:65]=[CH:64][CH:63]=2)[C:55](=[O:73])[NH:54]1, predict the reaction product. The product is: [Cl:1][C:2]1[CH:3]=[CH:4][C:5]([O:8][CH:9]2[CH2:14][CH2:13][N:12]([S:15]([CH2:68][C:56]3([CH2:58][CH2:59][O:60][CH2:61][C:62]4[CH:67]=[CH:66][CH:65]=[CH:64][CH:63]=4)[NH:57][C:53](=[O:52])[NH:54][C:55]3=[O:73])(=[O:17])=[O:16])[CH2:11][CH2:10]2)=[N:6][CH:7]=1. (4) Given the reactants [Cl:1][C:2]1[CH:7]=[CH:6][C:5]([CH:8]([C:20]2[CH:28]=[CH:27][C:23]([C:24]([OH:26])=O)=[CH:22][CH:21]=2)[CH2:9][C:10]([C:12]2[CH:17]=[CH:16][C:15](=[O:18])[N:14]([CH3:19])[CH:13]=2)=[O:11])=[C:4]([CH3:29])[CH:3]=1.[NH2:30][CH2:31][C@@H:32]([OH:35])[CH2:33][OH:34].F[P-](F)(F)(F)(F)F.N1(O[P+](N(C)C)(N(C)C)N(C)C)C2C=CC=CC=2N=N1, predict the reaction product. The product is: [Cl:1][C:2]1[CH:7]=[CH:6][C:5]([CH:8]([C:20]2[CH:21]=[CH:22][C:23]([C:24]([NH:30][CH2:31][C@@H:32]([OH:35])[CH2:33][OH:34])=[O:26])=[CH:27][CH:28]=2)[CH2:9][C:10]([C:12]2[CH:17]=[CH:16][C:15](=[O:18])[N:14]([CH3:19])[CH:13]=2)=[O:11])=[C:4]([CH3:29])[CH:3]=1. (5) Given the reactants [NH2:1][C:2]1[CH:7]=[C:6]([O:8][C:9]2[CH:14]=[CH:13][C:12]([N+:15]([O-:17])=[O:16])=[CH:11][C:10]=2[F:18])[CH:5]=[CH:4][N:3]=1.[C:19]([O:23][C:24]([N:26]1[CH2:31][CH2:30][CH:29]([CH2:32][C:33](O)=[O:34])[CH2:28][CH2:27]1)=[O:25])([CH3:22])([CH3:21])[CH3:20].C(N(CC)CC)C.CN([P+](ON1N=NC2C=CC=CC1=2)(N(C)C)N(C)C)C.F[P-](F)(F)(F)(F)F, predict the reaction product. The product is: [F:18][C:10]1[CH:11]=[C:12]([N+:15]([O-:17])=[O:16])[CH:13]=[CH:14][C:9]=1[O:8][C:6]1[CH:5]=[CH:4][N:3]=[C:2]([NH:1][C:33]([CH2:32][CH:29]2[CH2:28][CH2:27][N:26]([C:24]([O:23][C:19]([CH3:22])([CH3:21])[CH3:20])=[O:25])[CH2:31][CH2:30]2)=[O:34])[CH:7]=1. (6) The product is: [CH2:1]([O:3][C:4](=[O:16])[CH:5]([C:14]#[N:15])[CH:6]([C:7]1[CH:12]=[CH:11][CH:10]=[C:9]([Br:13])[CH:8]=1)[C:18]1[CH:19]=[CH:20][CH:21]=[CH:22][C:17]=1[CH3:25])[CH3:2]. Given the reactants [CH2:1]([O:3][C:4](=[O:16])[C:5]([C:14]#[N:15])=[CH:6][C:7]1[CH:12]=[CH:11][CH:10]=[C:9]([Br:13])[CH:8]=1)[CH3:2].[C:17]1([CH3:25])[CH:22]=[CH:21][CH:20]=[CH:19][C:18]=1[Mg]Cl, predict the reaction product. (7) Given the reactants [F:1][C:2]1[CH:7]=[CH:6][C:5]([C:8]2[O:9][C:10]3[CH:20]=[C:19]([N:21]([CH3:26])[S:22]([CH3:25])(=[O:24])=[O:23])[C:18]([C@@H:27]4[CH2:32][CH2:31][CH2:30][NH:29][CH2:28]4)=[CH:17][C:11]=3[C:12]=2[C:13]([NH:15][CH3:16])=[O:14])=[CH:4][CH:3]=1.[NH:33]1[C:41]2[C:36](=[N:37][CH:38]=[CH:39][CH:40]=2)[N:35]=[C:34]1[C:42](O)=[O:43].C(N(CC)C(C)C)(C)C.CN(C)CCCN=C=NCC, predict the reaction product. The product is: [NH:33]1[C:41]2[C:36](=[N:37][CH:38]=[CH:39][CH:40]=2)[N:35]=[C:34]1[C:42]([N:29]1[CH2:30][CH2:31][CH2:32][C@@H:27]([C:18]2[C:19]([N:21]([CH3:26])[S:22]([CH3:25])(=[O:24])=[O:23])=[CH:20][C:10]3[O:9][C:8]([C:5]4[CH:6]=[CH:7][C:2]([F:1])=[CH:3][CH:4]=4)=[C:12]([C:13]([NH:15][CH3:16])=[O:14])[C:11]=3[CH:17]=2)[CH2:28]1)=[O:43]. (8) Given the reactants C([O:8][N:9]([CH2:12][C@@H:13]([CH2:17][CH2:18][CH2:19][CH3:20])[C:14](O)=[O:15])[CH:10]=[O:11])C1C=CC=CC=1.[NH:21]1[CH2:25][CH2:24][CH2:23][C@H:22]1[C:26]1[NH:27][C:28]2[CH:34]=[C:33]([S:35]([NH2:38])(=[O:37])=[O:36])[CH:32]=[CH:31][C:29]=2[N:30]=1, predict the reaction product. The product is: [CH:10]([N:9]([CH2:12][C@@H:13]([CH2:17][CH2:18][CH2:19][CH3:20])[C:14]([N:21]1[CH2:25][CH2:24][CH2:23][C@H:22]1[C:26]1[NH:30][C:29]2[CH:31]=[CH:32][C:33]([S:35]([NH2:38])(=[O:36])=[O:37])=[CH:34][C:28]=2[N:27]=1)=[O:15])[OH:8])=[O:11]. (9) The product is: [C:1]1([CH2:7][CH2:8]/[CH:9]=[CH:10]/[CH:11]=[CH:12]/[CH2:13][OH:14])[CH:6]=[CH:5][CH:4]=[CH:3][CH:2]=1. Given the reactants [C:1]1([CH2:7][CH2:8]/[CH:9]=[CH:10]/[CH:11]=[CH:12]/[C:13](OCC)=[O:14])[CH:6]=[CH:5][CH:4]=[CH:3][CH:2]=1.CC(C[AlH]CC(C)C)C.Cl, predict the reaction product.